From a dataset of NCI-60 drug combinations with 297,098 pairs across 59 cell lines. Regression. Given two drug SMILES strings and cell line genomic features, predict the synergy score measuring deviation from expected non-interaction effect. (1) Drug 1: CCC1(CC2CC(C3=C(CCN(C2)C1)C4=CC=CC=C4N3)(C5=C(C=C6C(=C5)C78CCN9C7C(C=CC9)(C(C(C8N6C)(C(=O)OC)O)OC(=O)C)CC)OC)C(=O)OC)O.OS(=O)(=O)O. Drug 2: C1=CC=C(C(=C1)C(C2=CC=C(C=C2)Cl)C(Cl)Cl)Cl. Cell line: NCI-H522. Synergy scores: CSS=15.7, Synergy_ZIP=-3.94, Synergy_Bliss=-4.18, Synergy_Loewe=-56.4, Synergy_HSA=-5.05. (2) Synergy scores: CSS=-3.83, Synergy_ZIP=0.832, Synergy_Bliss=-0.343, Synergy_Loewe=-11.4, Synergy_HSA=-9.59. Cell line: HCT-15. Drug 1: C1CC(C1)(C(=O)O)C(=O)O.[NH2-].[NH2-].[Pt+2]. Drug 2: C1CN(P(=O)(OC1)NCCCl)CCCl. (3) Drug 1: C1C(C(OC1N2C=NC3=C(N=C(N=C32)Cl)N)CO)O. Drug 2: B(C(CC(C)C)NC(=O)C(CC1=CC=CC=C1)NC(=O)C2=NC=CN=C2)(O)O. Cell line: OVCAR-4. Synergy scores: CSS=50.1, Synergy_ZIP=-2.09, Synergy_Bliss=-0.745, Synergy_Loewe=-29.8, Synergy_HSA=-2.05. (4) Drug 1: C(=O)(N)NO. Drug 2: C1CCC(C(C1)N)N.C(=O)(C(=O)[O-])[O-].[Pt+4]. Cell line: SK-MEL-28. Synergy scores: CSS=13.9, Synergy_ZIP=-4.70, Synergy_Bliss=0.148, Synergy_Loewe=-4.94, Synergy_HSA=0.849. (5) Drug 1: C1CC(=O)NC(=O)C1N2C(=O)C3=CC=CC=C3C2=O. Drug 2: CC1CCCC2(C(O2)CC(NC(=O)CC(C(C(=O)C(C1O)C)(C)C)O)C(=CC3=CSC(=N3)C)C)C. Cell line: OVCAR-5. Synergy scores: CSS=47.6, Synergy_ZIP=2.71, Synergy_Bliss=0.0143, Synergy_Loewe=-30.0, Synergy_HSA=-1.04. (6) Drug 1: CC=C1C(=O)NC(C(=O)OC2CC(=O)NC(C(=O)NC(CSSCCC=C2)C(=O)N1)C(C)C)C(C)C. Drug 2: C1=NC2=C(N1)C(=S)N=CN2. Cell line: KM12. Synergy scores: CSS=32.3, Synergy_ZIP=-9.40, Synergy_Bliss=-2.34, Synergy_Loewe=-2.11, Synergy_HSA=-2.56.